The task is: Predict which catalyst facilitates the given reaction.. This data is from Catalyst prediction with 721,799 reactions and 888 catalyst types from USPTO. (1) Reactant: [C:1]1([S:7]([NH:10][CH2:11][C@H:12]2[CH2:17][CH2:16][C@H:15]([C:18]([NH:20][C:21]3[CH2:29][C@H:28]4[C@H:23]([CH2:24][CH2:25][C:26]5[CH:33]=[C:32]([O:34]C)[CH:31]=[CH:30][C:27]=54)[N:22]=3)=[O:19])[CH2:14][CH2:13]2)(=[O:9])=[O:8])[CH:6]=[CH:5][CH:4]=[CH:3][CH:2]=1.B(Br)(Br)Br.Cl. Product: [C:1]1([S:7]([NH:10][CH2:11][C@H:12]2[CH2:17][CH2:16][C@H:15]([C:18]([NH:20][C:21]3[CH2:29][C@H:28]4[C@H:23]([CH2:24][CH2:25][C:26]5[CH:33]=[C:32]([OH:34])[CH:31]=[CH:30][C:27]=54)[N:22]=3)=[O:19])[CH2:14][CH2:13]2)(=[O:9])=[O:8])[CH:2]=[CH:3][CH:4]=[CH:5][CH:6]=1. The catalyst class is: 98. (2) Product: [CH3:1][O:31][C:30]([CH:15]1[CH2:16][N:17]([C:20]([O:22][CH2:23][C:24]2[CH:29]=[CH:28][CH:27]=[CH:26][CH:25]=2)=[O:21])[CH2:18][CH2:19][N:14]1[C:12]([O:11][C:7]([CH3:10])([CH3:8])[CH3:9])=[O:13])=[O:32]. Reactant: [C:1]([O-])([O-])=O.[K+].[K+].[C:7]([O:11][C:12]([N:14]1[CH2:19][CH2:18][N:17]([C:20]([O:22][CH2:23][C:24]2[CH:29]=[CH:28][CH:27]=[CH:26][CH:25]=2)=[O:21])[CH2:16][CH:15]1[C:30]([OH:32])=[O:31])=[O:13])([CH3:10])([CH3:9])[CH3:8].CI. The catalyst class is: 18. (3) Product: [Cl:1][C:2]1[CH:3]=[C:4]([NH:9][C:10]2[S:14][C:13]([C:15]3[CH:16]=[C:17]([CH:21]([C:29]4[CH:34]=[CH:33][CH:32]=[C:31]([C:35]([F:37])([F:38])[F:36])[CH:30]=4)[O:22][CH2:23][C:24]([OH:26])=[O:25])[CH:18]=[CH:19][CH:20]=3)=[N:12][N:11]=2)[CH:5]=[CH:6][C:7]=1[Cl:8]. The catalyst class is: 1. Reactant: [Cl:1][C:2]1[CH:3]=[C:4]([NH:9][C:10]2[S:14][C:13]([C:15]3[CH:16]=[C:17]([CH:21]([C:29]4[CH:34]=[CH:33][CH:32]=[C:31]([C:35]([F:38])([F:37])[F:36])[CH:30]=4)[O:22][CH2:23][C:24]([O:26]CC)=[O:25])[CH:18]=[CH:19][CH:20]=3)=[N:12][N:11]=2)[CH:5]=[CH:6][C:7]=1[Cl:8].[OH-].[Li+].CO.O. (4) Reactant: [NH:1]1[CH2:6][CH2:5][CH2:4][CH2:3][CH2:2]1.F[C:8]1[CH:18]=[CH:17][C:11]([C:12]([O:14][CH2:15][CH3:16])=[O:13])=[CH:10][CH:9]=1.C(=O)([O-])[O-].[K+].[K+]. Product: [N:1]1([C:8]2[CH:18]=[CH:17][C:11]([C:12]([O:14][CH2:15][CH3:16])=[O:13])=[CH:10][CH:9]=2)[CH2:6][CH2:5][CH2:4][CH2:3][CH2:2]1. The catalyst class is: 16. (5) Reactant: C([O:4][C:5]1[CH:10]=[CH:9][C:8]([C:11]2[CH:16]=[CH:15][CH:14]=[CH:13][CH:12]=2)=[CH:7][CH:6]=1)C=C.CN(C)[C:19]1[CH:24]=CC=C[CH:20]=1. Product: [CH2:24]([C:10]1[CH:9]=[C:8]([C:11]2[CH:12]=[CH:13][CH:14]=[CH:15][CH:16]=2)[CH:7]=[CH:6][C:5]=1[OH:4])[CH:19]=[CH2:20]. The catalyst class is: 27. (6) Reactant: C[C:2]1[CH:7]=[CH:6]C(S(OC)(=O)=O)=CC=1.CCO/C=[C:17]1\[C:18]([O:20][C:21]([C:23]2[CH:28]=CC=CC=2)=[N:22]\1)=O. The catalyst class is: 10. Product: [CH3:28][CH2:23][CH:21]1[O:20][CH2:18][CH2:17][N:22]1[C:2]1([CH2:7][CH3:6])[O:20][CH2:18][CH2:17][N:22]1[C:21]1([CH2:23][CH3:28])[O:20][CH2:18][CH2:17][NH:22]1. (7) Reactant: [CH3:1][O:2][C:3]1[CH:10]=[CH:9][C:8]([O:11][C:12]([F:15])([F:14])[F:13])=[CH:7][C:4]=1[CH:5]=[O:6].[OH-:16].[K+].OO.Cl. Product: [CH3:1][O:2][C:3]1[CH:10]=[CH:9][C:8]([O:11][C:12]([F:13])([F:14])[F:15])=[CH:7][C:4]=1[C:5]([OH:16])=[O:6]. The catalyst class is: 5. (8) Reactant: [CH3:1][O:2][C:3]1[CH:4]=[C:5]([CH:15]=[CH:16][CH:17]=1)[C:6]([NH:8][C@@H:9]1[CH2:14][CH2:13][CH2:12][NH:11][CH2:10]1)=[O:7].[C:18]([N:23]1[CH2:28][CH2:27][C:26](=O)[CH2:25][CH2:24]1)([O:20][CH2:21][CH3:22])=[O:19].[N-]=C=O. The catalyst class is: 9. Product: [CH3:1][O:2][C:3]1[CH:4]=[C:5]([CH:15]=[CH:16][CH:17]=1)[C:6]([NH:8][C@@H:9]1[CH2:14][CH2:13][CH2:12][N:11]([CH:26]2[CH2:27][CH2:28][N:23]([C:18]([O:20][CH2:21][CH3:22])=[O:19])[CH2:24][CH2:25]2)[CH2:10]1)=[O:7]. (9) Reactant: [C:1]1(=[O:11])[O:6][C:4](=O)[C:3]2=[CH:7][CH:8]=[CH:9][CH:10]=[C:2]12.[NH2:12][C@H:13]([CH2:18][OH:19])[CH2:14][CH:15]([CH3:17])[CH3:16].C(N(CC)CC)C. Product: [OH:19][CH2:18][C@@H:13]([N:12]1[C:1](=[O:11])[C:2]2[C:3](=[CH:7][CH:8]=[CH:9][CH:10]=2)[C:4]1=[O:6])[CH2:14][CH:15]([CH3:17])[CH3:16]. The catalyst class is: 11. (10) Reactant: [C:1]([O:5][C:6]([NH:8][C@H:9]([CH2:29][C:30]1[CH:35]=[C:34]([F:36])[C:33]([F:37])=[CH:32][C:31]=1[F:38])[CH2:10][C:11]([N:13]1[CH2:18][CH2:17][N:16]2[C:19]([C:25]([F:28])([F:27])[F:26])=[N:20][C:21]([C:22](O)=[O:23])=[C:15]2[CH2:14]1)=[O:12])=[O:7])([CH3:4])([CH3:3])[CH3:2].[NH:39]1[CH2:43][CH2:42][CH2:41][C@H:40]1[CH2:44][OH:45].C(N(CC)CC)C.O=C1N(P(Cl)(N2CCOC2=O)=O)CCO1. Product: [C:1]([O:5][C:6](=[O:7])[NH:8][C@H:9]([CH2:29][C:30]1[CH:35]=[C:34]([F:36])[C:33]([F:37])=[CH:32][C:31]=1[F:38])[CH2:10][C:11]([N:13]1[CH2:18][CH2:17][N:16]2[C:19]([C:25]([F:28])([F:26])[F:27])=[N:20][C:21]([C:22]([N:39]3[CH2:43][CH2:42][CH2:41][C@H:40]3[CH2:44][OH:45])=[O:23])=[C:15]2[CH2:14]1)=[O:12])([CH3:2])([CH3:3])[CH3:4]. The catalyst class is: 4.